From a dataset of Full USPTO retrosynthesis dataset with 1.9M reactions from patents (1976-2016). Predict the reactants needed to synthesize the given product. (1) Given the product [F:24][C:18]1[CH:19]=[C:20]([I:23])[CH:21]=[CH:22][C:17]=1[NH:16][C:11]1[CH:12]=[N:13][CH:14]=[CH:15][C:10]=1[C:9]1[O:25][C:5]([NH:49][CH2:52][CH2:53][N:55]([CH3:57])[CH3:56])=[N:7][N:8]=1, predict the reactants needed to synthesize it. The reactants are: CN(C)CC[C:5]([NH:7][NH:8][C:9](=[O:25])[C:10]1[CH:15]=[CH:14][N:13]=[CH:12][C:11]=1[NH:16][C:17]1[CH:22]=[CH:21][C:20]([I:23])=[CH:19][C:18]=1[F:24])=O.C1(P(C2C=CC=CC=2)C2C=CC=CC=2)C=CC=CC=1.ClC(Cl)(Cl)C#[N:49].[CH3:52][C:53]([N:55]([CH3:57])[CH3:56])=O. (2) Given the product [CH3:1][C@@H:2]1[C@H:12]2[CH2:13][CH2:14][C@@:15]3([CH3:19])[O:17][O:18][C@@:11]42[C@H:5]([C@H:6]([CH3:20])[C@H:7]([O:8][CH2:1][C:2]2[CH:3]=[CH:4][C:25]([C:26]([OH:23])=[O:27])=[CH:11][CH:12]=2)[O:9][C@@H:10]4[O:16]3)[CH2:4][CH2:3]1, predict the reactants needed to synthesize it. The reactants are: [CH3:1][C@H:2]1[C@@H:12]2[CH2:13][CH2:14][C@:15]3([CH3:19])[O:17][O:18][C@:11]42[C@H:5]([C@@H:6]([CH3:20])[C:7]([O:9][C@@H:10]4[O:16]3)=[O:8])[CH2:4][CH2:3]1.[BH4-].[Na+].[OH-:23].[K+].[CH3:25][CH2:26][OH:27].O. (3) Given the product [C:20]([O:23][CH:24]([O:17][C:16]([C:15]1[C:9]2[O:8][B:7]([OH:19])[C@@H:6]([NH:5][C:1](=[O:4])[CH2:2][CH3:3])[CH2:11][C:10]=2[CH:12]=[CH:13][CH:14]=1)=[O:18])[CH3:25])(=[O:22])[CH3:21], predict the reactants needed to synthesize it. The reactants are: [C:1]([NH:5][CH:6]1[CH2:11][C:10]2[CH:12]=[CH:13][CH:14]=[C:15]([C:16]([OH:18])=[O:17])[C:9]=2[O:8][B:7]1[OH:19])(=[O:4])[CH2:2][CH3:3].[C:20]([O:23][CH2:24][CH2:25]Br)(=[O:22])[CH3:21]. (4) Given the product [CH2:1]([O:3][C:4](=[O:25])[C:5](=[CH:11][C:12]1[CH:17]=[CH:16][C:15]([N:18]2[CH2:19][CH2:20][CH:21]([NH:26][CH2:27][CH:28]([OH:29])[C:30]3[CH:31]=[CH:32][C:33]([OH:41])=[C:34]([NH:36][S:37]([CH3:40])(=[O:39])=[O:38])[CH:35]=3)[CH2:22][CH2:23]2)=[CH:14][CH:13]=1)[C:6]([O:8][CH2:9][CH3:10])=[O:7])[CH3:2], predict the reactants needed to synthesize it. The reactants are: [CH2:1]([O:3][C:4](=[O:25])[C:5](=[CH:11][C:12]1[CH:17]=[CH:16][C:15]([N:18]2[CH2:23][CH2:22][C:21](=O)[CH2:20][CH2:19]2)=[CH:14][CH:13]=1)[C:6]([O:8][CH2:9][CH3:10])=[O:7])[CH3:2].[NH2:26][CH2:27][CH:28]([C:30]1[CH:31]=[CH:32][C:33]([OH:41])=[C:34]([NH:36][S:37]([CH3:40])(=[O:39])=[O:38])[CH:35]=1)[OH:29]. (5) Given the product [CH2:13]([O:15][N:16]1[CH:17]([CH3:18])[CH2:3][C:2]([CH3:1])=[CH:4][CH2:11][CH2:10][CH2:9][CH2:8][CH2:7][CH2:6][C:5]1=[O:12])[CH3:14], predict the reactants needed to synthesize it. The reactants are: [CH2:1]=[C:2]([CH:4]1[CH2:11][CH2:10][CH2:9][CH2:8][CH2:7][CH2:6][C:5]1=[O:12])[CH3:3].[CH2:13]([O:15][N:16]=[CH:17][CH3:18])[CH3:14].Cl[Sn](Cl)(Cl)Cl. (6) Given the product [CH:1]([C@H:14]1[CH2:19][C@H:18]([NH:20][CH2:26][C:25]2[CH:28]=[CH:29][C:22]([F:21])=[CH:23][CH:24]=2)[CH2:17][CH2:16][O:15]1)([C:8]1[CH:13]=[CH:12][CH:11]=[CH:10][CH:9]=1)[C:2]1[CH:3]=[CH:4][CH:5]=[CH:6][CH:7]=1, predict the reactants needed to synthesize it. The reactants are: [CH:1]([C@H:14]1[CH2:19][C@H:18]([NH2:20])[CH2:17][CH2:16][O:15]1)([C:8]1[CH:13]=[CH:12][CH:11]=[CH:10][CH:9]=1)[C:2]1[CH:7]=[CH:6][CH:5]=[CH:4][CH:3]=1.[F:21][C:22]1[CH:29]=[CH:28][C:25]([CH:26]=O)=[CH:24][CH:23]=1.C(O)(=O)C.[BH3-]C#N.[Na+].